This data is from Peptide-MHC class II binding affinity with 134,281 pairs from IEDB. The task is: Regression. Given a peptide amino acid sequence and an MHC pseudo amino acid sequence, predict their binding affinity value. This is MHC class II binding data. (1) The MHC is HLA-DQA10102-DQB10502 with pseudo-sequence HLA-DQA10102-DQB10502. The peptide sequence is NDAIKASTGGAYESY. The binding affinity (normalized) is 0.114. (2) The peptide sequence is LQIILSGKMAHLRKV. The MHC is H-2-IAb with pseudo-sequence H-2-IAb. The binding affinity (normalized) is 0.188. (3) The peptide sequence is GSMAKKGDEQKLRSA. The MHC is HLA-DQA10201-DQB10202 with pseudo-sequence HLA-DQA10201-DQB10202. The binding affinity (normalized) is 0. (4) The peptide sequence is SGTNNKTMAVCTNAK. The MHC is DRB5_0101 with pseudo-sequence DRB5_0101. The binding affinity (normalized) is 0.294.